This data is from Full USPTO retrosynthesis dataset with 1.9M reactions from patents (1976-2016). The task is: Predict the reactants needed to synthesize the given product. (1) Given the product [CH2:16]([N:18]1[C:4](=[O:6])[C:3]2[C:2](=[CH:11][C:10]([C:12]([O:14][CH3:15])=[O:13])=[CH:9][CH:8]=2)[NH:1][C:19]1=[O:20])[CH3:17], predict the reactants needed to synthesize it. The reactants are: [NH2:1][C:2]1[CH:11]=[C:10]([C:12]([O:14][CH3:15])=[O:13])[CH:9]=[CH:8][C:3]=1[C:4]([O:6]C)=O.[CH2:16]([N:18]=[C:19]=[O:20])[CH3:17].C(N(CC)CC)C. (2) Given the product [Br:12][C:9]1[CH:10]=[CH:11][C:6]([CH:4]=[CH:3][C:13]([C:14]2[CH:19]=[CH:18][CH:17]=[CH:16][CH:15]=2)=[O:20])=[CH:7][CH:8]=1, predict the reactants needed to synthesize it. The reactants are: [OH-].[Na+].[CH3:3][C:4]([C:6]1[CH:11]=[CH:10][C:9]([Br:12])=[CH:8][CH:7]=1)=O.[CH:13](=[O:20])[C:14]1[CH:19]=[CH:18][CH:17]=[CH:16][CH:15]=1.C(C1C=CC=CC=1)(=O)C. (3) Given the product [CH2:1]([O:8][C:9]([N:11]1[CH2:17][CH2:16][C:15]2([NH2:18])[CH:13]([CH2:14]2)[CH2:12]1)=[O:10])[C:2]1[CH:3]=[CH:4][CH:5]=[CH:6][CH:7]=1, predict the reactants needed to synthesize it. The reactants are: [CH2:1]([O:8][C:9]([N:11]1[CH2:17][CH2:16][C:15]2([NH:18]C(OC(C)(C)C)=O)[CH:13]([CH2:14]2)[CH2:12]1)=[O:10])[C:2]1[CH:7]=[CH:6][CH:5]=[CH:4][CH:3]=1.C(O)(C(F)(F)F)=O. (4) Given the product [I-:1].[I-:1].[CH2:2]([N+:10]1[CH:11]=[CH:12][C:13]2[C:18](=[CH:17][CH:16]=[CH:15][CH:14]=2)[CH:9]=1)[CH2:3][CH2:4][CH2:5][CH2:6][CH2:7][N+:10]1[CH:11]=[CH:12][C:13]2[C:18](=[CH:17][CH:16]=[CH:15][CH:14]=2)[CH:9]=1, predict the reactants needed to synthesize it. The reactants are: [I:1][CH2:2][CH2:3][CH2:4][CH2:5][CH2:6][CH2:7]I.[CH:9]1[C:18]2[C:13](=[CH:14][CH:15]=[CH:16][CH:17]=2)[CH:12]=[CH:11][N:10]=1. (5) The reactants are: FC(F)(F)OC1C=C(N[C@@H](C)C(O)=O)C=CC=1.COC(OC)CNCCCCN1CCC2(CC2)[C@H](O[Si](CC)(CC)CC)C1.[F:45][C:46]([F:80])([F:79])[O:47][C:48]1[CH:49]=[C:50]([NH:54][C@@H:55]([CH3:78])[C:56]([N:58]([CH2:72][CH:73](OC)OC)[CH2:59][CH2:60][CH2:61][CH2:62][N:63]2[CH2:70][CH2:69][C:66]3([CH2:68][CH2:67]3)[C@H:65]([OH:71])[CH2:64]2)=[O:57])[CH:51]=[CH:52][CH:53]=1. Given the product [OH:71][C@@H:65]1[CH2:64][N:63]([CH2:62][CH2:61][CH2:60][CH2:59][N:58]2[CH2:72][CH2:73][N:54]([C:50]3[CH:51]=[CH:52][CH:53]=[C:48]([O:47][C:46]([F:79])([F:80])[F:45])[CH:49]=3)[C@@H:55]([CH3:78])[C:56]2=[O:57])[CH2:70][CH2:69][C:66]21[CH2:68][CH2:67]2, predict the reactants needed to synthesize it. (6) Given the product [C:30]([O:29][C:27]([N:24]1[CH2:25][CH2:26][N:21]([CH2:20][CH2:19][N:58]2[C:59]([C:64](=[O:75])[NH:65][CH2:66][C:67]3[CH:72]=[CH:71][C:70]([Cl:73])=[C:69]([Cl:74])[CH:68]=3)=[C:60]([OH:63])[C:61](=[O:62])[N:56]3[C:55]4[CH:76]=[CH:77][CH:78]=[CH:79][C:54]=4[N:53]=[C:57]23)[CH2:22][CH2:23]1)=[O:28])([CH3:33])([CH3:32])[CH3:31], predict the reactants needed to synthesize it. The reactants are: COC(C1N=C2N([CH2:19][CH2:20][N:21]3[CH2:26][CH2:25][N:24]([C:27]([O:29][C:30]([CH3:33])([CH3:32])[CH3:31])=[O:28])[CH2:23][CH2:22]3)C3C=CC=CC=3N2C(=O)C=1OC(=O)C)=O.C(OC(N1CCN(CC[N:53]2[C:57]3=[N:58][C:59]([C:64](=[O:75])[NH:65][CH2:66][C:67]4[CH:72]=[CH:71][C:70]([Cl:73])=[C:69]([Cl:74])[CH:68]=4)=[C:60]([OH:63])[C:61](=[O:62])[N:56]3[C:55]3[CH:76]=[CH:77][CH:78]=[CH:79][C:54]2=3)CC1)=O)(C)(C)C.